Dataset: Full USPTO retrosynthesis dataset with 1.9M reactions from patents (1976-2016). Task: Predict the reactants needed to synthesize the given product. (1) Given the product [N:1]1([CH:10]2[CH2:15][CH2:14][CH2:13][C:12](=[N:18][OH:19])[CH2:11]2)[C:5]2[CH:6]=[CH:7][CH:8]=[CH:9][C:4]=2[N:3]=[CH:2]1, predict the reactants needed to synthesize it. The reactants are: [N:1]1([CH:10]2[CH2:15][CH2:14][CH2:13][C:12](=O)[CH2:11]2)[C:5]2[CH:6]=[CH:7][CH:8]=[CH:9][C:4]=2[N:3]=[CH:2]1.Cl.[NH2:18][OH:19]. (2) Given the product [F:1][C:2]1[CH:7]=[CH:6][CH:5]=[CH:4][C:3]=1[N:8]1[C:16]2[C:11](=[CH:12][CH:13]=[CH:14][CH:15]=2)[C:10]([OH:18])=[N:9]1, predict the reactants needed to synthesize it. The reactants are: [F:1][C:2]1[CH:7]=[CH:6][CH:5]=[CH:4][C:3]=1[NH:8][NH:9][C:10](=[O:18])[C:11]1[CH:16]=[CH:15][CH:14]=[CH:13][C:12]=1N.N([O-])=O.[Na+]. (3) Given the product [CH3:9][O:10][C:5](=[O:6])[CH:4]([CH3:8])[CH2:3][CH2:2][Br:1], predict the reactants needed to synthesize it. The reactants are: [Br:1][CH2:2][CH2:3][CH:4]([CH3:8])[C:5](Br)=[O:6].[CH3:9][OH:10]. (4) The reactants are: [Cl:1][C:2]1[C:3]([F:10])=[C:4]([CH:7]=[CH:8][CH:9]=1)[CH:5]=[O:6].[OH-:11].[Na+].OO. Given the product [Cl:1][C:2]1[C:3]([F:10])=[C:4]([CH:7]=[CH:8][CH:9]=1)[C:5]([OH:11])=[O:6], predict the reactants needed to synthesize it.